This data is from Peptide-MHC class I binding affinity with 185,985 pairs from IEDB/IMGT. The task is: Regression. Given a peptide amino acid sequence and an MHC pseudo amino acid sequence, predict their binding affinity value. This is MHC class I binding data. The peptide sequence is KTVLFGRVM. The MHC is HLA-B57:01 with pseudo-sequence HLA-B57:01. The binding affinity (normalized) is 0.583.